This data is from Forward reaction prediction with 1.9M reactions from USPTO patents (1976-2016). The task is: Predict the product of the given reaction. (1) Given the reactants [Cl:1][C:2]1[CH:3]=[C:4]([NH:16][C:17]2[C:26]3[C:21](=[CH:22][C:23]([O:35][CH2:36][CH2:37][O:38][CH3:39])=[C:24]([NH:27][C:28]([C@@H:30]4[CH2:34][CH2:33][CH2:32][NH:31]4)=[O:29])[CH:25]=3)[N:20]=[CH:19][N:18]=2)[CH:5]=[CH:6][C:7]=1[O:8][CH2:9][C:10]1[CH:15]=[CH:14][CH:13]=[CH:12][N:11]=1.[C:40](O)(=[O:43])[CH:41]=[CH2:42].N1C=CC=CC=1.Cl.CN(C)CCCN=C=NCC, predict the reaction product. The product is: [Cl:1][C:2]1[CH:3]=[C:4]([NH:16][C:17]2[C:26]3[C:21](=[CH:22][C:23]([O:35][CH2:36][CH2:37][O:38][CH3:39])=[C:24]([NH:27][C:28]([C@@H:30]4[CH2:34][CH2:33][CH2:32][N:31]4[C:40](=[O:43])[CH:41]=[CH2:42])=[O:29])[CH:25]=3)[N:20]=[CH:19][N:18]=2)[CH:5]=[CH:6][C:7]=1[O:8][CH2:9][C:10]1[CH:15]=[CH:14][CH:13]=[CH:12][N:11]=1. (2) The product is: [OH:8][C:9]1[CH:36]=[C:35]([C:37]2[CH:42]=[CH:41][CH:40]=[CH:39][CH:38]=2)[CH:34]=[CH:33][C:10]=1[C:11]([NH:13][C:14]1[CH:26]=[C:25]([C:27]2[CH:32]=[CH:31][CH:30]=[CH:29][CH:28]=2)[CH:24]=[CH:23][C:15]=1[C:16]([O:18][C:19]([CH3:22])([CH3:20])[CH3:21])=[O:17])=[O:12]. Given the reactants C([O:8][C:9]1[CH:36]=[C:35]([C:37]2[CH:42]=[CH:41][CH:40]=[CH:39][CH:38]=2)[CH:34]=[CH:33][C:10]=1[C:11]([NH:13][C:14]1[CH:26]=[C:25]([C:27]2[CH:32]=[CH:31][CH:30]=[CH:29][CH:28]=2)[CH:24]=[CH:23][C:15]=1[C:16]([O:18][C:19]([CH3:22])([CH3:21])[CH3:20])=[O:17])=[O:12])C1C=CC=CC=1, predict the reaction product. (3) Given the reactants [Cl:1][C:2]1[CH:7]=[CH:6][C:5]([C:8](=[O:10])[CH3:9])=[C:4]([F:11])[CH:3]=1.ClC1C=C(C2O[N:23]=[C:22]([C:25]([OH:27])=[O:26])C=2)C=CC=1F, predict the reaction product. The product is: [Cl:1][C:2]1[CH:7]=[CH:6][C:5]([C:8]2[O:10][N:23]=[C:22]([C:25]([OH:27])=[O:26])[CH:9]=2)=[C:4]([F:11])[CH:3]=1. (4) Given the reactants [OH:1][C:2]1[C:7]2[CH2:8][CH:9]=[CH:10][C:11]3[C:12](=[CH:13][C:14]4[CH:15]=[CH:16][N:17]([CH3:20])[C:18]=4[CH:19]=3)[C:6]=2[NH:5][C:4](=[O:21])[C:3]=1[C:22]([OH:24])=[O:23], predict the reaction product. The product is: [OH:1][C:2]1[C:7]2[CH2:8][CH2:9][CH2:10][C:11]3[C:12](=[CH:13][C:14]4[CH:15]=[CH:16][N:17]([CH3:20])[C:18]=4[CH:19]=3)[C:6]=2[NH:5][C:4](=[O:21])[C:3]=1[C:22]([OH:24])=[O:23]. (5) Given the reactants Cl[C:2]([O:4][C:5]1[CH:10]=[CH:9][CH:8]=[CH:7][CH:6]=1)=[O:3].[S:11]1[C:15]([NH2:16])=[N:14][N:13]=[CH:12]1.O, predict the reaction product. The product is: [C:5]1([O:4][C:2](=[O:3])[NH:16][C:15]2[S:11][CH:12]=[N:13][N:14]=2)[CH:10]=[CH:9][CH:8]=[CH:7][CH:6]=1.